Dataset: Ames mutagenicity test results for genotoxicity prediction. Task: Regression/Classification. Given a drug SMILES string, predict its toxicity properties. Task type varies by dataset: regression for continuous values (e.g., LD50, hERG inhibition percentage) or binary classification for toxic/non-toxic outcomes (e.g., AMES mutagenicity, cardiotoxicity, hepatotoxicity). Dataset: ames. (1) The molecule is C[C@H](CCl)O[C@H](C)CCl. The result is 1 (mutagenic). (2) The result is 1 (mutagenic). The drug is Nc1ccc(O)c(N)c1. (3) The drug is COC(=O)C1=C(C)C(C)(O)OC1=O. The result is 0 (non-mutagenic). (4) The compound is c1ccccc1. The result is 0 (non-mutagenic). (5) The drug is OC1C=Cc2ccc3c(sc4ccccc43)c2C1O. The result is 0 (non-mutagenic). (6) The drug is CCC(C)(C)OC. The result is 0 (non-mutagenic). (7) The result is 0 (non-mutagenic). The compound is CCCCCCCCCCCCCC(=O)[N-][N+](C)(C)CC(C)O. (8) The compound is CCCCCCCCCCCCCCCCCC[N+](C)(C)Cc1ccccc1. The result is 0 (non-mutagenic). (9) The molecule is CCN(CCCl)CCCNc1c2ccccc2nc2ccccc12. The result is 1 (mutagenic). (10) The drug is CC(/C=C(/C#N)c1ccc(Br)cc1)C(c1ccccc1)C(C#N)c1ccc(Br)cc1. The result is 0 (non-mutagenic).